This data is from Catalyst prediction with 721,799 reactions and 888 catalyst types from USPTO. The task is: Predict which catalyst facilitates the given reaction. (1) Product: [CH2:1]([O:3][C:4]([C:6]1[NH:7][C:8]([CH3:21])=[C:9]([C:12]2[CH:13]=[CH:14][C:15]([C:18](=[O:20])[NH:28][C:29]3[CH:30]=[CH:31][C:32]([C:35]4[CH:40]=[CH:39][CH:38]=[CH:37][CH:36]=4)=[CH:33][CH:34]=3)=[CH:16][CH:17]=2)[C:10]=1[CH3:11])=[O:5])[CH3:2]. Reactant: [CH2:1]([O:3][C:4]([C:6]1[NH:7][C:8]([CH3:21])=[C:9]([C:12]2[CH:17]=[CH:16][C:15]([C:18]([OH:20])=O)=[CH:14][CH:13]=2)[C:10]=1[CH3:11])=[O:5])[CH3:2].C(Cl)(=O)C(Cl)=O.[NH2:28][C:29]1[CH:34]=[CH:33][C:32]([C:35]2[CH:40]=[CH:39][CH:38]=[CH:37][CH:36]=2)=[CH:31][CH:30]=1. The catalyst class is: 85. (2) Product: [Br:1][C:2]1[CH:11]=[C:10]2[C:5]([N:6]=[CH:7][C:8]([NH:19][C:16]3[CH:17]=[CH:18][N:14]([CH3:13])[N:15]=3)=[N:9]2)=[CH:4][CH:3]=1. The catalyst class is: 12. Reactant: [Br:1][C:2]1[CH:11]=[C:10]2[C:5]([N:6]=[CH:7][C:8](Cl)=[N:9]2)=[CH:4][CH:3]=1.[CH3:13][N:14]1[CH:18]=[CH:17][C:16]([NH2:19])=[N:15]1.CC(C)([O-])C.[K+].O.